From a dataset of Full USPTO retrosynthesis dataset with 1.9M reactions from patents (1976-2016). Predict the reactants needed to synthesize the given product. (1) Given the product [Cl:1][C:2]1[CH:7]=[CH:6][C:5]([C:8]2[CH:9]=[C:10]3[C:13](=[O:14])[N:15]([C:16]4[CH:21]=[CH:20][C:19]([O:22][CH2:23][CH2:24][CH:25]5[CH2:29][CH2:28][CH2:27][O:26]5)=[C:18]([O:30][CH3:31])[CH:17]=4)[CH2:34][CH2:33][N:11]3[CH:12]=2)=[CH:4][CH:3]=1, predict the reactants needed to synthesize it. The reactants are: [Cl:1][C:2]1[CH:7]=[CH:6][C:5]([C:8]2[CH:9]=[C:10]([C:13]([NH:15][C:16]3[CH:21]=[CH:20][C:19]([O:22][CH2:23][CH2:24][CH:25]4[CH2:29][CH2:28][CH2:27][O:26]4)=[C:18]([O:30][CH3:31])[CH:17]=3)=[O:14])[NH:11][CH:12]=2)=[CH:4][CH:3]=1.Br[CH2:33][CH2:34]Br. (2) The reactants are: [CH3:1][N:2]1[C:10]2[C:5](=[CH:6][CH:7]=[CH:8][CH:9]=2)[C:4]([C:11]([OH:13])=O)=[N:3]1.O1CCCC1.C(Cl)(=O)C(Cl)=O.[NH2:25][C:26]1[CH:27]=[C:28]([CH:45]=[CH:46][CH:47]=1)[O:29][C:30]1[CH:31]=[CH:32][C:33]2[N:34]([N:36]=[C:37]([NH:39][C:40]([CH:42]3[CH2:44][CH2:43]3)=[O:41])[N:38]=2)[CH:35]=1. Given the product [CH:42]1([C:40]([NH:39][C:37]2[N:38]=[C:33]3[CH:32]=[CH:31][C:30]([O:29][C:28]4[CH:27]=[C:26]([NH:25][C:11]([C:4]5[C:5]6[C:10](=[CH:9][CH:8]=[CH:7][CH:6]=6)[N:2]([CH3:1])[N:3]=5)=[O:13])[CH:47]=[CH:46][CH:45]=4)=[CH:35][N:34]3[N:36]=2)=[O:41])[CH2:43][CH2:44]1, predict the reactants needed to synthesize it. (3) Given the product [CH2:1]([C:3]([C:6]1[CH:11]=[CH:10][C:9]([C:12]#[C:13][C:14]2([OH:20])[CH2:19][CH2:18][S:17][CH2:16][CH2:15]2)=[C:8]([CH3:21])[CH:7]=1)([C:22]1[CH:27]=[CH:26][C:25]([B:51]2[O:52][C:53]([CH3:58])([CH3:59])[C:54]([CH3:56])([CH3:57])[O:55]2)=[C:24]([CH3:36])[CH:23]=1)[CH2:4][CH3:5])[CH3:2], predict the reactants needed to synthesize it. The reactants are: [CH2:1]([C:3]([C:22]1[CH:27]=[CH:26][C:25](OS(C(F)(F)F)(=O)=O)=[C:24]([CH3:36])[CH:23]=1)([C:6]1[CH:11]=[CH:10][C:9]([C:12]#[C:13][C:14]2([OH:20])[CH2:19][CH2:18][S:17][CH2:16][CH2:15]2)=[C:8]([CH3:21])[CH:7]=1)[CH2:4][CH3:5])[CH3:2].C([O-])(=O)C.[K+].[B:51]1([B:51]2[O:55][C:54]([CH3:57])([CH3:56])[C:53]([CH3:59])([CH3:58])[O:52]2)[O:55][C:54]([CH3:57])([CH3:56])[C:53]([CH3:59])([CH3:58])[O:52]1.O. (4) Given the product [CH3:1][O:2][C:3](=[O:10])[CH2:4][C:5]([C:6](=[O:7])[N:19]([CH2:16][CH:17]=[CH2:18])[CH2:20][C:21]1[CH:22]=[CH:23][CH:24]=[CH:25][CH:26]=1)=[CH2:9], predict the reactants needed to synthesize it. The reactants are: [CH3:1][O:2][C:3](=[O:10])[CH2:4][C:5](=[CH2:9])[C:6]([O-])=[O:7].C(N=C=N)C.[CH2:16]([NH:19][CH2:20][C:21]1[CH:26]=[CH:25][CH:24]=[CH:23][CH:22]=1)[CH:17]=[CH2:18]. (5) The reactants are: [C:1]([O:5][C:6]([N:8]([C:34]1[CH:39]=[CH:38][C:37]([O:40][CH2:41][CH3:42])=[CH:36][CH:35]=1)[C:9]1[N:20]2[C:16](=[CH:17][CH:18]=[N:19]2)[N:15]=[C:14]2[C:10]=1[CH2:11][CH2:12][N:13]2[C@H:21]1[CH2:26][CH2:25][CH2:24][N:23]([C:27]([O:29][C:30]([CH3:33])([CH3:32])[CH3:31])=[O:28])[CH2:22]1)=[O:7])([CH3:4])([CH3:3])[CH3:2].[Cl:43]N1C(=O)CCC1=O.S([O-])([O-])(=O)=S.[Na+].[Na+]. Given the product [Cl:43][C:17]1[CH:18]=[N:19][N:20]2[C:16]=1[N:15]=[C:14]1[C:10]([CH2:11][CH2:12][N:13]1[C@H:21]1[CH2:26][CH2:25][CH2:24][N:23]([C:27]([O:29][C:30]([CH3:33])([CH3:32])[CH3:31])=[O:28])[CH2:22]1)=[C:9]2[N:8]([C:6]([O:5][C:1]([CH3:2])([CH3:3])[CH3:4])=[O:7])[C:34]1[CH:35]=[CH:36][C:37]([O:40][CH2:41][CH3:42])=[CH:38][CH:39]=1, predict the reactants needed to synthesize it. (6) Given the product [CH2:9]([N:11]1[CH2:16][CH2:15][N:14]([C:6]2[N:5]=[CH:4][N:3]=[C:2]([NH2:1])[CH:7]=2)[CH2:13][CH2:12]1)[CH3:10], predict the reactants needed to synthesize it. The reactants are: [NH2:1][C:2]1[CH:7]=[C:6](Cl)[N:5]=[CH:4][N:3]=1.[CH2:9]([N:11]1[CH2:16][CH2:15][NH:14][CH2:13][CH2:12]1)[CH3:10].